This data is from Catalyst prediction with 721,799 reactions and 888 catalyst types from USPTO. The task is: Predict which catalyst facilitates the given reaction. (1) Reactant: [C:1]([NH:9][NH:10][C:11]([NH:13][C:14]1[CH:42]=[CH:41][C:17]([O:18][C:19]2[CH:24]=[CH:23][N:22]=[C:21]3[CH:25]=[C:26]([C:28]4[CH2:33][CH2:32][N:31](C(OC(C)(C)C)=O)[CH2:30][CH:29]=4)[S:27][C:20]=23)=[C:16]([F:43])[CH:15]=1)=[O:12])(=[O:8])[C:2]1[CH:7]=[CH:6][CH:5]=[CH:4][CH:3]=1. Product: [C:1]([NH:9][NH:10][C:11]([NH:13][C:14]1[CH:42]=[CH:41][C:17]([O:18][C:19]2[CH:24]=[CH:23][N:22]=[C:21]3[CH:25]=[C:26]([C:28]4[CH2:33][CH2:32][NH:31][CH2:30][CH:29]=4)[S:27][C:20]=23)=[C:16]([F:43])[CH:15]=1)=[O:12])(=[O:8])[C:2]1[CH:7]=[CH:6][CH:5]=[CH:4][CH:3]=1. The catalyst class is: 67. (2) Reactant: C([O:8][C:9]1[CH:14]=[CH:13][CH:12]=[C:11]([CH2:15][CH2:16][N:17]([C:19]2[CH:24]=[N:23][C:22]([C:25]3[CH:30]=[CH:29][CH:28]=[CH:27][CH:26]=3)=[C:21]([C:31]3[CH:36]=[CH:35][CH:34]=[CH:33][CH:32]=3)[N:20]=2)[CH3:18])[CH:10]=1)C1C=CC=CC=1.Cl.C(=O)([O-])O.[Na+]. The catalyst class is: 8. Product: [C:25]1([C:22]2[N:23]=[CH:24][C:19]([N:17]([CH2:16][CH2:15][C:11]3[CH:10]=[C:9]([OH:8])[CH:14]=[CH:13][CH:12]=3)[CH3:18])=[N:20][C:21]=2[C:31]2[CH:36]=[CH:35][CH:34]=[CH:33][CH:32]=2)[CH:26]=[CH:27][CH:28]=[CH:29][CH:30]=1. (3) Reactant: [N:1]1[N:2]2[CH:10]=[CH:9][CH:8]=[C:3]2[C:4]([NH2:7])=[N:5][CH:6]=1.P(Cl)(Cl)(Cl)=O.[C:16](=O)(O)[O-:17].[Na+].C(OCC)(=O)C. Product: [NH2:7][C:4]1[C:3]2=[CH:8][CH:9]=[C:10]([CH:16]=[O:17])[N:2]2[N:1]=[CH:6][N:5]=1. The catalyst class is: 3. (4) Reactant: [CH2:1]1[C:4]2([CH:8]([NH:9][C:10](=[O:16])[O:11][C:12]([CH3:15])([CH3:14])[CH3:13])[CH2:7][NH:6][CH2:5]2)[CH2:3][O:2]1.Cl[C:18]1[C:27]2[C:22](=[CH:23][CH:24]=[C:25](OC(F)(F)F)[CH:26]=2)[N:21]=[C:20]([N:33]2[CH2:39][C:38]3[CH:40]=[CH:41][CH:42]=[CH:43][C:37]=3[S:36](=[O:45])(=[O:44])[CH2:35][CH2:34]2)[CH:19]=1.[CH:46]1(P(C2CCCCC2)C2C=CC=CC=2C2C(N(C)C)=CC=CC=2)CCCCC1.CC(C)([O-])C.[Na+]. Product: [O:44]=[S:36]1(=[O:45])[C:37]2[CH:43]=[CH:42][CH:41]=[CH:40][C:38]=2[CH2:39][N:33]([C:20]2[CH:19]=[C:18]([N:6]3[CH2:7][CH:8]([NH:9][C:10]([O:11][C:12]([CH3:13])([CH3:15])[CH3:14])=[O:16])[C:4]4([CH2:3][O:2][CH2:1]4)[CH2:5]3)[C:27]3[C:22](=[CH:23][CH:24]=[C:25]([CH3:46])[CH:26]=3)[N:21]=2)[CH2:34][CH2:35]1. The catalyst class is: 684.